Dataset: Forward reaction prediction with 1.9M reactions from USPTO patents (1976-2016). Task: Predict the product of the given reaction. (1) Given the reactants [CH3:1][O:2][C:3]1[CH:4]=[C:5](/[CH:11]=[CH:12]/[C:13](O)=O)[CH:6]=[CH:7][C:8]=1[O:9][CH3:10].[C:16]1([NH2:23])[CH:21]=[CH:20][CH:19]=[CH:18][C:17]=1[NH2:22].S(=O)(=O)(O)O.C([O-])(O)=O.[Na+], predict the reaction product. The product is: [CH3:1][O:2][C:3]1[CH:4]=[C:5]([CH:6]=[CH:7][C:8]=1[O:9][CH3:10])/[CH:11]=[CH:12]/[C:13]1[NH:23][C:16]2[CH:21]=[CH:20][CH:19]=[CH:18][C:17]=2[N:22]=1. (2) Given the reactants CN(C(ON1N=NC2C=CC=NC1=2)=[N+](C)C)C.F[P-](F)(F)(F)(F)F.[NH2:25][C:26]1[C:27]([C:36]([OH:38])=O)=[CH:28][C:29]2[C:34]([CH:35]=1)=[CH:33][CH:32]=[CH:31][CH:30]=2.[CH2:39]([O:41][CH2:42][C@@H:43]([C:45]([O:47][CH3:48])=[O:46])[NH2:44])[CH3:40].C(N(C(C)C)CC)(C)C, predict the reaction product. The product is: [NH2:25][C:26]1[C:27]([C:36]([NH:44][C@H:43]([C:45]([O:47][CH3:48])=[O:46])[CH2:42][O:41][CH2:39][CH3:40])=[O:38])=[CH:28][C:29]2[C:34]([CH:35]=1)=[CH:33][CH:32]=[CH:31][CH:30]=2. (3) Given the reactants Cl[C:2]1[CH:11]=[CH:10][N:9]=[C:8]2[C:3]=1[C:4]1[CH:16]=[CH:15][CH:14]=[CH:13][C:5]=1[C:6](=[O:12])[NH:7]2.[Cl:17][C:18]1[CH:24]=[C:23]([Cl:25])[CH:22]=[CH:21][C:19]=1[NH2:20], predict the reaction product. The product is: [Cl:17][C:18]1[CH:24]=[C:23]([Cl:25])[CH:22]=[CH:21][C:19]=1[NH:20][C:2]1[CH:11]=[CH:10][N:9]=[C:8]2[C:3]=1[C:4]1[CH:16]=[CH:15][CH:14]=[CH:13][C:5]=1[C:6](=[O:12])[NH:7]2. (4) Given the reactants [NH2:1][C:2]1[CH:3]=[CH:4][C:5]2[CH2:9][O:8][B:7]([OH:10])[C:6]=2[CH:11]=1.C(=O)([O-])[O-].[K+].[K+].[C:18]([NH:21][C:22]1[N:27]=[CH:26][C:25]([S:28](Cl)(=[O:30])=[O:29])=[C:24]([Cl:32])[CH:23]=1)(=[O:20])[CH3:19], predict the reaction product. The product is: [Cl:32][C:24]1[C:25]([S:28](=[O:29])(=[O:30])[NH:1][C:2]2[CH:3]=[CH:4][C:5]3[CH2:9][O:8][B:7]([OH:10])[C:6]=3[CH:11]=2)=[CH:26][N:27]=[C:22]([NH:21][C:18](=[O:20])[CH3:19])[CH:23]=1. (5) Given the reactants [OH:1][CH2:2][CH:3]1[C:15]2[CH:14]=[C:13]([C:16](O)=[O:17])[CH:12]=[CH:11][C:10]=2[C:9]2[C:4]1=[CH:5][C:6]([C:19](=[O:31])[NH:20][CH2:21][CH2:22][O:23][CH2:24][CH2:25][O:26][CH2:27][CH2:28][O:29][CH3:30])=[CH:7][CH:8]=2.[NH2:32][CH2:33][CH2:34][NH:35][C:36](=[O:42])[O:37][C:38]([CH3:41])([CH3:40])[CH3:39].Cl.C(N=C=NCCCN(C)C)C.C(O)(C(F)(F)F)=O, predict the reaction product. The product is: [OH:1][CH2:2][CH:3]1[C:15]2[CH:14]=[C:13]([C:16]([NH:32][CH2:33][CH2:34][NH:35][C:36](=[O:42])[O:37][C:38]([CH3:39])([CH3:41])[CH3:40])=[O:17])[CH:12]=[CH:11][C:10]=2[C:9]2[C:4]1=[CH:5][C:6]([C:19](=[O:31])[NH:20][CH2:21][CH2:22][O:23][CH2:24][CH2:25][O:26][CH2:27][CH2:28][O:29][CH3:30])=[CH:7][CH:8]=2. (6) The product is: [CH2:1]([C:5]1[CH:10]=[CH:9][C:8]([S:11]([NH2:14])(=[O:12])=[O:13])=[CH:7][CH:6]=1)[CH2:2][CH2:3][CH3:4].[C:30]1([PH:23][C:24]2[CH:25]=[CH:26][CH:27]=[CH:28][CH:29]=2)[CH:31]=[CH:32][CH:33]=[CH:34][CH:35]=1. Given the reactants [CH2:1]([C:5]1[CH:10]=[CH:9][C:8]([S:11]([NH2:14])(=[O:13])=[O:12])=[CH:7][CH:6]=1)[CH2:2][CH2:3][CH3:4].C(N(CC)CC)C.Cl[P:23]([C:30]1[CH:35]=[CH:34][CH:33]=[CH:32][CH:31]=1)[C:24]1[CH:29]=[CH:28][CH:27]=[CH:26][CH:25]=1, predict the reaction product. (7) Given the reactants Br[C:2]1[CH:3]=[C:4]2[C@:15]3([C:19]4[CH:20]=[N:21][CH:22]=[CH:23][C:18]=4[C:17]([NH2:24])=[N:16]3)[C:14]3[CH:13]=[C:12]([Cl:25])[N:11]=[C:10]([F:26])[C:9]=3[O:8][C:5]2=[CH:6][CH:7]=1.[C:27]([OH:33])([C:29]([F:32])([F:31])[F:30])=[O:28], predict the reaction product. The product is: [F:30][C:29]([F:32])([F:31])[C:27]([OH:33])=[O:28].[Cl:25][C:12]1[N:11]=[C:10]([F:26])[C:9]2[O:8][C:5]3[C:4]([C@:15]4([C:19]5[CH:20]=[N:21][CH:22]=[CH:23][C:18]=5[C:17]([NH2:24])=[N:16]4)[C:14]=2[CH:13]=1)=[CH:3][C:2]([C:27]1[C:29]([F:32])=[N:11][CH:10]=[CH:9][CH:14]=1)=[CH:7][CH:6]=3. (8) Given the reactants O=C1C2C(=CC=CC=2)C(=O)[N:3]1[CH2:12][C:13]1[CH2:14][C@@H:15]([NH:28][C:29](=[O:35])[O:30][C:31]([CH3:34])([CH3:33])[CH3:32])[C@H:16]([C:19]2[CH:24]=[C:23]([F:25])[C:22]([F:26])=[CH:21][C:20]=2[F:27])[CH2:17][CH:18]=1.O.NN.C(OCC)(=O)C.[OH-].[Na+], predict the reaction product. The product is: [NH2:3][CH2:12][C:13]1[CH2:14][C@@H:15]([NH:28][C:29](=[O:35])[O:30][C:31]([CH3:33])([CH3:32])[CH3:34])[C@H:16]([C:19]2[CH:24]=[C:23]([F:25])[C:22]([F:26])=[CH:21][C:20]=2[F:27])[CH2:17][CH:18]=1. (9) The product is: [NH2:22][C:20]1[C:19]([F:25])=[CH:18][C:3]([CH2:4][CH:5]2[CH2:10][CH2:9][N:8]([C:11]([O:13][C:14]([CH3:17])([CH3:16])[CH3:15])=[O:12])[CH2:7][CH2:6]2)=[C:2]([F:1])[CH:21]=1. Given the reactants [F:1][C:2]1[CH:21]=[C:20]([N+:22]([O-])=O)[C:19]([F:25])=[CH:18][C:3]=1[CH:4]=[C:5]1[CH2:10][CH2:9][N:8]([C:11]([O:13][C:14]([CH3:17])([CH3:16])[CH3:15])=[O:12])[CH2:7][CH2:6]1.[H][H], predict the reaction product. (10) Given the reactants [F:1][C:2]1[CH:7]=[CH:6][C:5]([C:8]2[C:16]3[C:15](=O)[NH:14][C:13]([CH2:18][C:19]([O:21][CH2:22][CH3:23])=[O:20])=[N:12][C:11]=3[S:10][CH:9]=2)=[CH:4][CH:3]=1.P(Cl)(Cl)([Cl:26])=O, predict the reaction product. The product is: [Cl:26][C:15]1[C:16]2[C:8]([C:5]3[CH:6]=[CH:7][C:2]([F:1])=[CH:3][CH:4]=3)=[CH:9][S:10][C:11]=2[N:12]=[C:13]([CH2:18][C:19]([O:21][CH2:22][CH3:23])=[O:20])[N:14]=1.